From a dataset of Reaction yield outcomes from USPTO patents with 853,638 reactions. Predict the reaction yield, written as a fraction of the theoretical maximum amount of product (1.0 means a 100% yield; for example, 0.34 means a 34% yield). (1) The product is [CH3:20][C:12]1[CH:13]=[C:14]([CH:18]=[CH:19][C:11]=1[N:10]1[CH:3]=[CH:7][CH:6]=[CH:5]1)[C:15]([NH2:17])=[O:16]. The reactants are CO[CH:3]1[CH2:7][CH2:6][CH:5](OC)O1.[NH2:10][C:11]1[CH:19]=[CH:18][C:14]([C:15]([NH2:17])=[O:16])=[CH:13][C:12]=1[CH3:20].C([O-])([O-])=O.[Na+].[Na+]. The yield is 0.670. The catalyst is CC(O)=O. (2) The reactants are C(OC(=O)[N:7]([C:16]1[S:17][C@:18]2([CH2:32][O:33][CH3:34])[C@H:20]([C@:21]([C:24]3[CH:29]=[C:28]([Br:30])[CH:27]=[CH:26][C:25]=3[F:31])([CH3:23])[N:22]=1)[CH2:19]2)COCC[Si](C)(C)C)(C)(C)C.S(=O)(=O)(O)O.O.[O-]P([O-])([O-])=O.[K+].[K+].[K+].[OH-].[Na+]. No catalyst specified. The product is [Br:30][C:28]1[CH:27]=[CH:26][C:25]([F:31])=[C:24]([C@:21]2([CH3:23])[C@H:20]3[C@:18]([CH2:32][O:33][CH3:34])([CH2:19]3)[S:17][C:16]([NH2:7])=[N:22]2)[CH:29]=1. The yield is 0.820. (3) The reactants are Cl.[Cl:2][C:3]1[CH:4]=[C:5]2[C:9](=[CH:10][CH:11]=1)[NH:8][CH:7]=[C:6]2[CH2:12][CH2:13][NH2:14].[C:15]1([C:21]2[O:25][N:24]=[C:23]([C:26](Cl)=[O:27])[CH:22]=2)[CH:20]=[CH:19][CH:18]=[CH:17][CH:16]=1.C(N(CC)CC)C.C(OCC)(=O)C. The catalyst is ClCCl. The product is [Cl:2][C:3]1[CH:4]=[C:5]2[C:9](=[CH:10][CH:11]=1)[NH:8][CH:7]=[C:6]2[CH2:12][CH2:13][NH:14][C:26]([C:23]1[CH:22]=[C:21]([C:15]2[CH:16]=[CH:17][CH:18]=[CH:19][CH:20]=2)[O:25][N:24]=1)=[O:27]. The yield is 0.340. (4) The reactants are [CH2:1]([O:8][C:9]1[CH:14]=[CH:13][C:12]([C:15]2[CH:20]=[CH:19][C:18]([NH:21][C:22](=[O:28])[O:23][C:24]([CH3:27])([CH3:26])[CH3:25])=[CH:17][CH:16]=2)=[C:11]([N+:29]([O-])=O)[CH:10]=1)[C:2]1[CH:7]=[CH:6][CH:5]=[CH:4][CH:3]=1.CCCCCC. The catalyst is P(OCC)(OCC)OCC. The product is [CH2:1]([O:8][C:9]1[CH:10]=[C:11]2[C:12]([C:15]3[CH:20]=[CH:19][C:18]([NH:21][C:22](=[O:28])[O:23][C:24]([CH3:27])([CH3:26])[CH3:25])=[CH:17][C:16]=3[NH:29]2)=[CH:13][CH:14]=1)[C:2]1[CH:7]=[CH:6][CH:5]=[CH:4][CH:3]=1. The yield is 0.740. (5) The product is [C:21]([O:20][C:18]([C:14]1[CH:13]=[C:12]([C:4]2[N:3]=[C:2]([NH:1][C:38]([C:35]3([C:33]4[CH:32]=[CH:31][C:29]5[O:30][C:26]([F:41])([F:25])[O:27][C:28]=5[CH:34]=4)[CH2:37][CH2:36]3)=[O:39])[CH:11]=[CH:10][C:5]=2[C:6]([O:8][CH3:9])=[O:7])[CH:17]=[CH:16][CH:15]=1)=[O:19])([CH3:24])([CH3:23])[CH3:22]. The yield is 0.670. The catalyst is N1C=CC=CC=1.C(Cl)Cl. The reactants are [NH2:1][C:2]1[CH:11]=[CH:10][C:5]([C:6]([O:8][CH3:9])=[O:7])=[C:4]([C:12]2[CH:17]=[CH:16][CH:15]=[C:14]([C:18]([O:20][C:21]([CH3:24])([CH3:23])[CH3:22])=[O:19])[CH:13]=2)[N:3]=1.[F:25][C:26]1([F:41])[O:30][C:29]2[CH:31]=[CH:32][C:33]([C:35]3([C:38](Cl)=[O:39])[CH2:37][CH2:36]3)=[CH:34][C:28]=2[O:27]1.